This data is from CYP1A2 inhibition data for predicting drug metabolism from PubChem BioAssay. The task is: Regression/Classification. Given a drug SMILES string, predict its absorption, distribution, metabolism, or excretion properties. Task type varies by dataset: regression for continuous measurements (e.g., permeability, clearance, half-life) or binary classification for categorical outcomes (e.g., BBB penetration, CYP inhibition). Dataset: cyp1a2_veith. (1) The molecule is Nc1ccc(N=Nc2ccccc2)c(N)n1. The result is 1 (inhibitor). (2) The compound is CCC(C)NC(=O)C1CC(c2ccc(OC)cc2)=NO1. The result is 1 (inhibitor). (3) The molecule is CC(C)c1ccc(N(C(=O)C(F)(F)F)C(C(=O)NC2CCCCC2)c2ccncc2)cc1. The result is 0 (non-inhibitor). (4) The molecule is NC(=O)C1(N2CCCCC2)CCN(C(=O)c2ccc(-n3cnnn3)cc2)CC1. The result is 0 (non-inhibitor).